From a dataset of Reaction yield outcomes from USPTO patents with 853,638 reactions. Predict the reaction yield, written as a fraction of the theoretical maximum amount of product (1.0 means a 100% yield; for example, 0.34 means a 34% yield). The reactants are [C:1]([C:5]1[CH:10]=[CH:9][C:8]([CH2:11][C:12]#[N:13])=[CH:7][CH:6]=1)([CH3:4])([CH3:3])[CH3:2].C[O:15][C:16]([C:18]1[N:22]([CH3:23])[N:21]=[C:20]([CH3:24])[C:19]=1[CH3:25])=O.C(OCCOCCO)C.CO.C[O-].[Na+]. The catalyst is COCCOCCOC.CCCCCCC. The product is [C:1]([C:5]1[CH:6]=[CH:7][C:8]([CH:11]([C:16]([C:18]2[N:22]([CH3:23])[N:21]=[C:20]([CH3:24])[C:19]=2[CH3:25])=[O:15])[C:12]#[N:13])=[CH:9][CH:10]=1)([CH3:4])([CH3:2])[CH3:3]. The yield is 0.955.